Dataset: Forward reaction prediction with 1.9M reactions from USPTO patents (1976-2016). Task: Predict the product of the given reaction. (1) Given the reactants [Br:1][C:2]1[C:11]([O:12][CH3:13])=[CH:10][C:5]([C:6](OC)=[O:7])=[CH:4][C:3]=1[O:14][CH3:15].[BH4-].[Li+].C(OCC)(=O)C, predict the reaction product. The product is: [Br:1][C:2]1[C:11]([O:12][CH3:13])=[CH:10][C:5]([CH2:6][OH:7])=[CH:4][C:3]=1[O:14][CH3:15]. (2) Given the reactants [C:1]1([S:7]([N:10]2[C:14]3[CH:15]=[N:16][C:17]([C:21]#[N:22])=[C:18]([CH:19]=[CH2:20])[C:13]=3[C:12]3[CH:23]=[CH:24][CH:25]=[N:26][C:11]2=3)(=[O:9])=[O:8])[CH:6]=[CH:5][CH:4]=[CH:3][CH:2]=1, predict the reaction product. The product is: [C:1]1([S:7]([N:10]2[C:14]3[CH:15]=[N:16][C:17]([C:21]#[N:22])=[C:18]([CH2:19][CH3:20])[C:13]=3[C:12]3[CH:23]=[CH:24][CH:25]=[N:26][C:11]2=3)(=[O:9])=[O:8])[CH:2]=[CH:3][CH:4]=[CH:5][CH:6]=1. (3) Given the reactants [F:1][C:2]1[CH:3]=[CH:4][C:5]([O:46]C)=[C:6]([S:8][C:9]2[C:17]3[C:16]([NH:18][C@H:19]([C:21]4[N:26]([C:27]5[CH:32]=[CH:31][CH:30]=[CH:29][CH:28]=5)[C:25](=[O:33])[C:24]5=[C:34]([CH3:37])[CH:35]=[CH:36][N:23]5[N:22]=4)[CH3:20])=[N:15][CH:14]=[N:13][C:12]=3[N:11](COCC[Si](C)(C)C)[CH:10]=2)[CH:7]=1.B(Br)(Br)Br.N, predict the reaction product. The product is: [F:1][C:2]1[CH:3]=[CH:4][C:5]([OH:46])=[C:6]([S:8][C:9]2[C:17]3[C:16]([NH:18][C@H:19]([C:21]4[N:26]([C:27]5[CH:32]=[CH:31][CH:30]=[CH:29][CH:28]=5)[C:25](=[O:33])[C:24]5=[C:34]([CH3:37])[CH:35]=[CH:36][N:23]5[N:22]=4)[CH3:20])=[N:15][CH:14]=[N:13][C:12]=3[NH:11][CH:10]=2)[CH:7]=1. (4) Given the reactants [F:1][C:2]1[CH:7]=[C:6](I)[CH:5]=[CH:4][C:3]=1[CH2:9][N:10]1[C:19]2[CH:18]=[CH:17][CH:16]=[CH:15][C:14]=2[C:13]2=[N:20][N:21]([C:24]3[CH:29]=[CH:28][CH:27]=[CH:26][C:25]=3[F:30])[C:22](=[O:23])[C:12]2=[CH:11]1.[NH:31]1[CH:35]=[CH:34][CH:33]=[N:32]1.CN[C@@H]1CCCC[C@H]1NC.P([O-])([O-])([O-])=O.[K+].[K+].[K+], predict the reaction product. The product is: [F:30][C:25]1[CH:26]=[CH:27][CH:28]=[CH:29][C:24]=1[N:21]1[C:22](=[O:23])[C:12]2=[CH:11][N:10]([CH2:9][C:3]3[CH:4]=[CH:5][C:6]([N:31]4[CH:35]=[CH:34][CH:33]=[N:32]4)=[CH:7][C:2]=3[F:1])[C:19]3[CH:18]=[CH:17][CH:16]=[CH:15][C:14]=3[C:13]2=[N:20]1. (5) Given the reactants [CH3:1][O:2][C:3]1[CH:21]=[CH:20][C:6]([CH2:7][O:8][C:9]2[CH:10]=[CH:11][C:12]3[N:13]([C:15]([CH3:19])=[C:16]([NH2:18])[N:17]=3)[CH:14]=2)=[CH:5][CH:4]=1.[CH:22]1([C:25](Cl)=[O:26])[CH2:24][CH2:23]1.C(OCC)(=O)C.C(=O)([O-])O.[Na+], predict the reaction product. The product is: [CH3:1][O:2][C:3]1[CH:4]=[CH:5][C:6]([CH2:7][O:8][C:9]2[CH:10]=[CH:11][C:12]3[N:13]([C:15]([CH3:19])=[C:16]([NH:18][C:25]([CH:22]4[CH2:24][CH2:23]4)=[O:26])[N:17]=3)[CH:14]=2)=[CH:20][CH:21]=1.